This data is from Forward reaction prediction with 1.9M reactions from USPTO patents (1976-2016). The task is: Predict the product of the given reaction. (1) Given the reactants C(N(CC)CC)C.[NH2:8][C@@H:9]1[CH2:15][CH2:14][C@@H:13]([C:16]2[CH:21]=[CH:20][CH:19]=[C:18]([F:22])[C:17]=2[F:23])[CH2:12][N:11]([CH2:24][C:25]([F:28])([F:27])[F:26])[C:10]1=[O:29].Cl[C:31](OC1C=CC([N+]([O-])=O)=CC=1)=[O:32].[NH:43]1[CH2:48][CH2:47][CH:46]([C:49]2[C:50](=[O:55])[NH:51][N:52]=[CH:53][CH:54]=2)[CH2:45][CH2:44]1, predict the reaction product. The product is: [F:23][C:17]1[C:18]([F:22])=[CH:19][CH:20]=[CH:21][C:16]=1[C@H:13]1[CH2:12][N:11]([CH2:24][C:25]([F:28])([F:26])[F:27])[C:10](=[O:29])[C@H:9]([NH:8][C:31]([N:43]2[CH2:44][CH2:45][CH:46]([C:49]3[C:50](=[O:55])[NH:51][N:52]=[CH:53][CH:54]=3)[CH2:47][CH2:48]2)=[O:32])[CH2:15][CH2:14]1. (2) Given the reactants [CH:1]1([C:5]([O:7][CH2:8][CH3:9])=[O:6])[CH2:4][CH2:3][CH2:2]1.C([N-]C(C)C)(C)C.[Li+].Br[CH2:19][CH2:20][O:21][CH2:22][C:23]1[CH:28]=[CH:27][CH:26]=[CH:25][CH:24]=1, predict the reaction product. The product is: [CH2:22]([O:21][CH2:20][CH2:19][C:1]1([C:5]([O:7][CH2:8][CH3:9])=[O:6])[CH2:4][CH2:3][CH2:2]1)[C:23]1[CH:28]=[CH:27][CH:26]=[CH:25][CH:24]=1. (3) Given the reactants P12(SP3(SP(SP(S3)(S1)=S)(=S)S2)=S)=[S:2].[F:15][CH:16]([F:41])[C:17]1[C:21]([C:22]([NH:24][C:25]2[C:33]3[CH:32]([CH2:34][CH3:35])[O:31][C:30]([CH2:38][CH3:39])([CH2:36][CH3:37])[C:29]=3[CH:28]=[CH:27][CH:26]=2)=O)=[CH:20][N:19]([CH3:40])[N:18]=1, predict the reaction product. The product is: [F:15][CH:16]([F:41])[C:17]1[C:21]([C:22](=[S:2])[NH:24][C:25]2[C:33]3[CH:32]([CH2:34][CH3:35])[O:31][C:30]([CH2:38][CH3:39])([CH2:36][CH3:37])[C:29]=3[CH:28]=[CH:27][CH:26]=2)=[CH:20][N:19]([CH3:40])[N:18]=1. (4) Given the reactants Br[C:2]1[CH:7]=[CH:6][C:5]([Br:8])=[CH:4][CH:3]=1.CO[CH:11]1[CH2:15]CC[CH2:12]1.C([Mg]Cl)(C)C.C([Li])CCC.C(Br)C=C.[Cl-].[NH4+], predict the reaction product. The product is: [CH2:15]([C:2]1[CH:7]=[CH:6][C:5]([Br:8])=[CH:4][CH:3]=1)[CH:11]=[CH2:12].